This data is from Catalyst prediction with 721,799 reactions and 888 catalyst types from USPTO. The task is: Predict which catalyst facilitates the given reaction. (1) Reactant: Br[CH2:2][C:3]1[CH:12]=[C:11]2[C:6]([C:7]([C:14]3[CH:19]=[CH:18][C:17]([F:20])=[CH:16][CH:15]=3)=[CH:8][C:9](=[O:13])[O:10]2)=[CH:5][CH:4]=1.C[N+]1([O-])CC[O:25]CC1. Product: [F:20][C:17]1[CH:18]=[CH:19][C:14]([C:7]2[C:6]3[C:11](=[CH:12][C:3]([CH:2]=[O:25])=[CH:4][CH:5]=3)[O:10][C:9](=[O:13])[CH:8]=2)=[CH:15][CH:16]=1. The catalyst class is: 12. (2) Reactant: I[C:2]1[CH:3]=[C:4]([CH:18]=[CH:19][CH:20]=1)[C:5]([NH:7][C:8]1[CH:13]=[CH:12][CH:11]=[C:10]([C:14]([F:17])([F:16])[F:15])[CH:9]=1)=[O:6].C[Mg]Cl.[Li]C(C)(C)C.C[O:30][B:31](OC)[O:32]C. Product: [F:15][C:14]([F:17])([F:16])[C:10]1[CH:9]=[C:8]([NH:7][C:5]([C:4]2[CH:3]=[C:2]([B:31]([OH:32])[OH:30])[CH:20]=[CH:19][CH:18]=2)=[O:6])[CH:13]=[CH:12][CH:11]=1. The catalyst class is: 1. (3) Reactant: [CH3:1][C:2]1[O:3][C:4]2[C:5](=[C:8]([C:12](OC)=[O:13])[CH:9]=[CH:10][CH:11]=2)[C:6]=1[CH3:7].CC(C[AlH]CC(C)C)C. Product: [CH3:1][C:2]1[O:3][C:4]2[CH:11]=[CH:10][CH:9]=[C:8]([CH2:12][OH:13])[C:5]=2[C:6]=1[CH3:7]. The catalyst class is: 2. (4) Reactant: [CH3:1][O:2][C:3](=[O:21])[CH2:4][CH2:5][C:6]1[CH:11]=[C:10]([C:12]([CH3:15])([CH3:14])[CH3:13])[C:9]([OH:16])=[C:8]([C:17]([CH3:20])([CH3:19])[CH3:18])[CH:7]=1.[CH2:22](O)[CH2:23][CH2:24][CH2:25][CH2:26][CH2:27][CH2:28][CH2:29][CH2:30][CH2:31][CH2:32][CH2:33][CH2:34][CH2:35][CH2:36][CH2:37][CH2:38]C.C([O-])=O.[Na+]. Product: [CH2:1]([O:2][C:3](=[O:21])[CH2:4][CH2:5][C:6]1[CH:7]=[C:8]([C:17]([CH3:20])([CH3:19])[CH3:18])[C:9]([OH:16])=[C:10]([C:12]([CH3:14])([CH3:13])[CH3:15])[CH:11]=1)[CH2:38][CH2:37][CH2:36][CH2:35][CH2:34][CH2:33][CH2:32][CH2:31][CH2:30][CH2:29][CH2:28][CH2:27][CH2:26][CH2:25][CH2:24][CH2:23][CH3:22]. The catalyst class is: 5.